The task is: Predict the product of the given reaction.. This data is from Forward reaction prediction with 1.9M reactions from USPTO patents (1976-2016). (1) Given the reactants [C:1]1([CH2:7][N:8]2[CH2:13][CH2:12][N:11]([C:14]3[CH:22]=[CH:21][C:17]([C:18](O)=[O:19])=[CH:16][CH:15]=3)[CH2:10][CH2:9]2)[CH:6]=[CH:5][CH:4]=[CH:3][CH:2]=1.[O:23]1[CH2:28][CH2:27][CH2:26][CH2:25][CH:24]1[O:29][NH2:30], predict the reaction product. The product is: [C:1]1([CH2:7][N:8]2[CH2:9][CH2:10][N:11]([C:14]3[CH:15]=[CH:16][C:17]([C:18]([NH:30][O:29][CH:24]4[CH2:25][CH2:26][CH2:27][CH2:28][O:23]4)=[O:19])=[CH:21][CH:22]=3)[CH2:12][CH2:13]2)[CH:2]=[CH:3][CH:4]=[CH:5][CH:6]=1. (2) Given the reactants [F:1][C:2]1[CH:3]=[C:4]2[C:8](=[CH:9][CH:10]=1)[N:7]([CH2:11][C:12]1[C:21]3[C:16](=[CH:17][CH:18]=[CH:19][CH:20]=3)[CH:15]=[CH:14][CH:13]=1)[C:6]1[C:22](=[O:27])[O:23][C:24](=[O:26])[CH2:25][C:5]2=1.[NH:28]1[CH2:31][CH:30]([OH:32])[CH2:29]1, predict the reaction product. The product is: [F:1][C:2]1[CH:3]=[C:4]2[C:8](=[CH:9][CH:10]=1)[N:7]([CH2:11][C:12]1[C:21]3[C:16](=[CH:17][CH:18]=[CH:19][CH:20]=3)[CH:15]=[CH:14][CH:13]=1)[C:6]([C:22]([OH:23])=[O:27])=[C:5]2[CH2:25][C:24]([N:28]1[CH2:31][CH:30]([OH:32])[CH2:29]1)=[O:26]. (3) Given the reactants O[C:2]1([CH3:16])[NH:6][C:5](=[O:7])[CH:4]=[C:3]1[C:8]1[CH:13]=[CH:12][C:11]([O:14][CH3:15])=[CH:10][CH:9]=1.O=P12OP3(OP(OP(O3)(O1)=O)(=O)O2)=O, predict the reaction product. The product is: [CH3:15][O:14][C:11]1[CH:12]=[CH:13][C:8]([C:3]2[C:2](=[CH2:16])[NH:6][C:5](=[O:7])[CH:4]=2)=[CH:9][CH:10]=1. (4) Given the reactants [C:1]([C:4]1[CH:5]=[C:6]([OH:10])[CH:7]=[CH:8][CH:9]=1)(=[O:3])[CH3:2].C(N(CC)CC)C.[Si:18](Cl)([C:21]([CH3:24])([CH3:23])[CH3:22])([CH3:20])[CH3:19], predict the reaction product. The product is: [Si:18]([O:10][C:6]1[CH:5]=[C:4]([C:1](=[O:3])[CH3:2])[CH:9]=[CH:8][CH:7]=1)([C:21]([CH3:24])([CH3:23])[CH3:22])([CH3:20])[CH3:19]. (5) Given the reactants [C:1]([O:5][C:6]([NH:8][CH2:9][CH2:10][C:11]1[CH:16]=[CH:15][CH:14]=[CH:13][N:12]=1)=[O:7])([CH3:4])([CH3:3])[CH3:2], predict the reaction product. The product is: [C:1]([O:5][C:6]([NH:8][CH2:9][CH2:10][CH:11]1[CH2:16][CH2:15][CH2:14][CH2:13][NH:12]1)=[O:7])([CH3:4])([CH3:2])[CH3:3].